Dataset: Forward reaction prediction with 1.9M reactions from USPTO patents (1976-2016). Task: Predict the product of the given reaction. Given the reactants C1COCC1.Br[C:7]1[CH:12]=[CH:11][C:10]([F:13])=[CH:9][CH:8]=1.Br[C:15]1[S:19][C:18]([C:20]2[N:24]3[N:25]=[C:26]([CH3:34])[CH:27]=[C:28]([CH:29]([CH2:32][CH3:33])[CH2:30][CH3:31])[C:23]3=[N:22][C:21]=2[CH3:35])=[C:17]([CH3:36])[CH:16]=1, predict the reaction product. The product is: [CH2:30]([CH:29]([C:28]1[C:23]2[N:24]([C:20]([C:18]3[S:19][C:15]([C:7]4[CH:12]=[CH:11][C:10]([F:13])=[CH:9][CH:8]=4)=[CH:16][C:17]=3[CH3:36])=[C:21]([CH3:35])[N:22]=2)[N:25]=[C:26]([CH3:34])[CH:27]=1)[CH2:32][CH3:33])[CH3:31].